This data is from Catalyst prediction with 721,799 reactions and 888 catalyst types from USPTO. The task is: Predict which catalyst facilitates the given reaction. (1) Reactant: [O:1]1[CH:5]=[CH:4][N:3]=[C:2]1[C:6]1[CH:11]=[CH:10][C:9]([OH:12])=[CH:8][CH:7]=1.CC(C)([O-])C.[K+].F[C:20]1[CH:25]=[CH:24][C:23]([N+:26]([O-:28])=[O:27])=[CH:22][CH:21]=1.[OH-].[Na+]. Product: [N+:26]([C:23]1[CH:24]=[CH:25][C:20]([O:12][C:9]2[CH:10]=[CH:11][C:6]([C:2]3[O:1][CH:5]=[CH:4][N:3]=3)=[CH:7][CH:8]=2)=[CH:21][CH:22]=1)([O-:28])=[O:27]. The catalyst class is: 16. (2) Reactant: Cl.Cl.[NH2:3][CH2:4][C:5]([C:7]1[CH:8]=[CH:9][CH:10]=[C:11]2[C:16]=1[N:15]=[CH:14][CH:13]=[C:12]2[C:17]([NH:19][CH3:20])=[O:18])=[CH2:6].[H][H]. Product: [NH2:3][CH2:4][CH:5]([C:7]1[CH:8]=[CH:9][CH:10]=[C:11]2[C:16]=1[N:15]=[CH:14][CH:13]=[C:12]2[C:17]([NH:19][CH3:20])=[O:18])[CH3:6]. The catalyst class is: 19. (3) Reactant: [NH2:1][C:2]1[N:6]2[C:7](Cl)=[CH:8][CH:9]=[C:10]([C:11]3[C:12]([C@@H:23]([NH:33][C:34](=[O:50])[CH2:35][N:36]4[C:40]5[C:41]([F:46])([F:45])[C@@H:42]6[CH2:44][C@@H:43]6[C:39]=5[C:38]([CH:47]([F:49])[F:48])=[N:37]4)[CH2:24][C:25]4[CH:30]=[C:29]([F:31])[CH:28]=[C:27]([F:32])[CH:26]=4)=[N:13][C:14]([C:17]#[C:18][C:19]([CH3:22])([CH3:21])[CH3:20])=[CH:15][CH:16]=3)[C:5]2=[N:4][N:3]=1.[CH3:52]B1OB(C)OB(C)O1.C(=O)([O-])[O-].[K+].[K+].O1CCOCC1. Product: [NH2:1][C:2]1[N:6]2[C:7]([CH3:52])=[CH:8][CH:9]=[C:10]([C:11]3[C:12]([C@@H:23]([NH:33][C:34](=[O:50])[CH2:35][N:36]4[C:40]5[C:41]([F:46])([F:45])[C@@H:42]6[CH2:44][C@@H:43]6[C:39]=5[C:38]([CH:47]([F:49])[F:48])=[N:37]4)[CH2:24][C:25]4[CH:30]=[C:29]([F:31])[CH:28]=[C:27]([F:32])[CH:26]=4)=[N:13][C:14]([C:17]#[C:18][C:19]([CH3:22])([CH3:21])[CH3:20])=[CH:15][CH:16]=3)[C:5]2=[N:4][N:3]=1. The catalyst class is: 6. (4) Reactant: C[O-].[Na+].Cl.[NH2:5][CH2:6][C:7]([NH2:9])=[O:8].C(O)(=O)C.[Cl:14][C:15]1[CH:16]=[CH:17][C:18]([O:29][CH3:30])=[C:19]([C:21](=O)[CH2:22][C:23]([O:25][CH2:26][CH3:27])=[O:24])[CH:20]=1. Product: [NH2:9][C:7](=[O:8])[CH2:6][NH:5]/[C:21](/[C:19]1[CH:20]=[C:15]([Cl:14])[CH:16]=[CH:17][C:18]=1[O:29][CH3:30])=[CH:22]\[C:23]([O:25][CH2:26][CH3:27])=[O:24]. The catalyst class is: 5. (5) Reactant: [CH2:1]([O:3][C:4]([C:6]1[CH:7]([C:25]2[CH:30]=[CH:29][C:28]([C:31]#[N:32])=[CH:27][C:26]=2[C:33]([O:35]C)=[O:34])[N:8]([CH3:24])[C:9](=[O:23])[N:10]([C:13]2[CH:18]=[CH:17][CH:16]=[C:15]([C:19]([F:22])([F:21])[F:20])[CH:14]=2)[C:11]=1[CH3:12])=[O:5])[CH3:2].[OH-].[Li+].O.Cl. Product: [CH2:1]([O:3][C:4]([C:6]1[CH:7]([C:25]2[CH:30]=[CH:29][C:28]([C:31]#[N:32])=[CH:27][C:26]=2[C:33]([OH:35])=[O:34])[N:8]([CH3:24])[C:9](=[O:23])[N:10]([C:13]2[CH:18]=[CH:17][CH:16]=[C:15]([C:19]([F:20])([F:22])[F:21])[CH:14]=2)[C:11]=1[CH3:12])=[O:5])[CH3:2]. The catalyst class is: 12. (6) Reactant: [O:1]1[CH2:6][CH2:5][N:4]([C:7]2[CH:13]=[CH:12][C:10]([NH2:11])=[CH:9][CH:8]=2)[CH2:3][CH2:2]1.Cl[C:15]1[N:20]=[C:19]2[NH:21][N:22]=[C:23]([S:24]([CH3:27])(=[O:26])=[O:25])[C:18]2=[C:17]([NH:28][C@@H:29]2[CH2:34][CH2:33][C@H:32]([NH:35]C(=O)OC(C)(C)C)[CH2:31][CH2:30]2)[N:16]=1. Product: [NH2:35][C@@H:32]1[CH2:33][CH2:34][C@H:29]([NH:28][C:17]2[N:16]=[C:15]([NH:11][C:10]3[CH:12]=[CH:13][C:7]([N:4]4[CH2:3][CH2:2][O:1][CH2:6][CH2:5]4)=[CH:8][CH:9]=3)[N:20]=[C:19]3[NH:21][N:22]=[C:23]([S:24]([CH3:27])(=[O:26])=[O:25])[C:18]=23)[CH2:30][CH2:31]1. The catalyst class is: 51.